Dataset: Full USPTO retrosynthesis dataset with 1.9M reactions from patents (1976-2016). Task: Predict the reactants needed to synthesize the given product. (1) Given the product [Cl:1][C:2]1[C:3]([F:12])=[CH:4][C:5]([F:11])=[C:6]([CH:10]=1)[C:7]([NH:30][S:27](=[O:29])(=[O:28])[N:26]([CH3:31])[CH3:25])=[O:8], predict the reactants needed to synthesize it. The reactants are: [Cl:1][C:2]1[C:3]([F:12])=[CH:4][C:5]([F:11])=[C:6]([CH:10]=1)[C:7](O)=[O:8].C(N1C=CN=C1)(N1C=CN=C1)=O.[CH3:25][N:26]([CH3:31])[S:27]([NH2:30])(=[O:29])=[O:28].N12CCCN=C1CCCCC2. (2) Given the product [Cl:21][CH2:20][CH2:19][N:8]1[CH:7]=[N:6][C:5]2[C:9]1=[N:10][C:2]([NH2:1])=[N:3][C:4]=2[NH2:11], predict the reactants needed to synthesize it. The reactants are: [NH2:1][C:2]1[N:10]=[C:9]2[C:5]([NH:6][CH:7]=[N:8]2)=[C:4]([NH2:11])[N:3]=1.C(=O)([O-])[O-].[K+].[K+].Br[CH2:19][CH2:20][Cl:21]. (3) Given the product [Br:8][C:6]1[CH:5]=[N:4][CH:3]=[C:2]([O:11][CH2:9][CH3:10])[CH:7]=1, predict the reactants needed to synthesize it. The reactants are: Br[C:2]1[CH:3]=[N:4][CH:5]=[C:6]([Br:8])[CH:7]=1.[CH2:9]([OH:11])[CH3:10]. (4) Given the product [Cl:36][C:22]1[C:23]([NH:25][C:26]2[CH:35]=[CH:34][CH:33]=[CH:32][C:27]=2[C:28]([NH:30][CH3:31])=[O:29])=[N:24][C:19]([NH:17][C:10]2[CH:11]=[C:12]3[C:7](=[CH:8][CH:9]=2)[CH:6]2[CH2:16][CH2:15][CH:13]3[CH2:14][N:4]([CH:1]([CH3:3])[CH3:2])[CH2:5]2)=[N:20][CH:21]=1, predict the reactants needed to synthesize it. The reactants are: [CH:1]([N:4]1[CH2:14][CH:13]2[CH2:15][CH2:16][CH:6]([C:7]3[CH:8]=[CH:9][C:10]([NH2:17])=[CH:11][C:12]=32)[CH2:5]1)([CH3:3])[CH3:2].Cl[C:19]1[N:24]=[C:23]([NH:25][C:26]2[CH:35]=[CH:34][CH:33]=[CH:32][C:27]=2[C:28]([NH:30][CH3:31])=[O:29])[C:22]([Cl:36])=[CH:21][N:20]=1. (5) Given the product [CH2:1]([O:8][CH2:9][C:10]([F:19])([F:18])[CH2:11][N:12]1[CH:16]=[C:15]([B:27]2[O:31][C:30]([CH3:33])([CH3:32])[C:29]([CH3:35])([CH3:34])[O:28]2)[CH:14]=[N:13]1)[C:2]1[CH:7]=[CH:6][CH:5]=[CH:4][CH:3]=1, predict the reactants needed to synthesize it. The reactants are: [CH2:1]([O:8][CH2:9][C:10]([F:19])([F:18])[CH2:11][N:12]1[CH:16]=[C:15](I)[CH:14]=[N:13]1)[C:2]1[CH:7]=[CH:6][CH:5]=[CH:4][CH:3]=1.C([Mg]Cl)(C)C.CO[B:27]1[O:31][C:30]([CH3:33])([CH3:32])[C:29]([CH3:35])([CH3:34])[O:28]1.[Cl-].[NH4+].